This data is from Catalyst prediction with 721,799 reactions and 888 catalyst types from USPTO. The task is: Predict which catalyst facilitates the given reaction. Reactant: Cl.[C:2]1([CH3:10])[CH:7]=[CH:6][C:5]([NH:8]N)=[CH:4][CH:3]=1.[F:11][C:12]1[CH:17]=[CH:16][CH:15]=[CH:14][C:13]=1[CH2:18][CH2:19]Br.C(N(CC)CC)C.Cl.[CH3:29][N:30]1[CH2:35][CH2:34][C:33](=O)[CH2:32][CH2:31]1. Product: [F:11][C:12]1[CH:17]=[CH:16][CH:15]=[CH:14][C:13]=1[CH2:18][CH2:19][N:8]1[C:5]2[CH:6]=[CH:7][C:2]([CH3:10])=[CH:3][C:4]=2[C:32]2[CH2:31][N:30]([CH3:29])[CH2:35][CH2:34][C:33]1=2. The catalyst class is: 8.